This data is from Forward reaction prediction with 1.9M reactions from USPTO patents (1976-2016). The task is: Predict the product of the given reaction. (1) Given the reactants [Br:1][C:2]1[CH:8]=[CH:7][C:5]([NH2:6])=[C:4]([CH3:9])[CH:3]=1.II.[CH3:12][C:13]([CH3:15])=O, predict the reaction product. The product is: [Br:1][C:2]1[CH:8]=[C:7]2[C:5](=[C:4]([CH3:9])[CH:3]=1)[NH:6][CH2:15][CH:13]=[CH:12]2. (2) Given the reactants [C:1]([C:3]1([NH:6][C:7]([C@@H:9]2[CH2:13][C@@H:12]([S:14]([C:17]3[CH:23]=[CH:22][C:20]([CH3:21])=[CH:19][CH:18]=3)(=[O:16])=[O:15])[CH2:11][NH:10]2)=[O:8])[CH2:5][CH2:4]1)#[N:2].Cl.[N:25]1([C:31]2([C:34](O)=[O:35])[CH2:33][CH2:32]2)[CH2:30][CH2:29][CH2:28][CH2:27][CH2:26]1, predict the reaction product. The product is: [C:1]([C:3]1([NH:6][C:7]([C@@H:9]2[CH2:13][C@@H:12]([S:14]([C:17]3[CH:18]=[CH:19][C:20]([CH3:21])=[CH:22][CH:23]=3)(=[O:16])=[O:15])[CH2:11][N:10]2[C:34]([C:31]2([N:25]3[CH2:30][CH2:29][CH2:28][CH2:27][CH2:26]3)[CH2:32][CH2:33]2)=[O:35])=[O:8])[CH2:5][CH2:4]1)#[N:2]. (3) Given the reactants Cl[C:2]1[N:7]=[CH:6][C:5]([O:8][CH2:9][CH:10]([O:14][CH2:15][CH3:16])[O:11][CH2:12][CH3:13])=[CH:4][N:3]=1.CC(C)([O-])C.[K+].CN(C)C(=O)C.[CH3:29][N:30]1[CH:34]=[CH:33][C:32]([NH:35][C:36]2[C:45]3[C:40](=[CH:41][CH:42]=[C:43]([OH:46])[CH:44]=3)[N:39]=[CH:38][N:37]=2)=[N:31]1, predict the reaction product. The product is: [CH2:12]([O:11][CH:10]([O:14][CH2:15][CH3:16])[CH2:9][O:8][C:5]1[CH:4]=[N:3][C:2]([O:46][C:43]2[CH:44]=[C:45]3[C:40](=[CH:41][CH:42]=2)[N:39]=[CH:38][N:37]=[C:36]3[NH:35][C:32]2[CH:33]=[CH:34][N:30]([CH3:29])[N:31]=2)=[N:7][CH:6]=1)[CH3:13]. (4) Given the reactants [NH2:1][C:2]1[CH:7]=[CH:6][C:5]([N:8]2[CH2:13][CH2:12][N:11](C(OC(C)(C)C)=O)[CH2:10][CH2:9]2)=[CH:4][C:3]=1[NH:21][S:22]([C:25]1[CH:30]=[CH:29][CH:28]=[CH:27][CH:26]=1)(=[O:24])=[O:23].[CH3:31][S:32]([C:35]1[CH:40]=[CH:39][CH:38]=[CH:37][C:36]=1[S:41](Cl)(=[O:43])=[O:42])(=[O:34])=[O:33], predict the reaction product. The product is: [CH3:31][S:32]([C:35]1[CH:40]=[CH:39][CH:38]=[CH:37][C:36]=1[S:41]([NH:1][C:2]1[CH:7]=[CH:6][C:5]([N:8]2[CH2:9][CH2:10][NH:11][CH2:12][CH2:13]2)=[CH:4][C:3]=1[NH:21][S:22]([C:25]1[CH:30]=[CH:29][CH:28]=[CH:27][CH:26]=1)(=[O:23])=[O:24])(=[O:43])=[O:42])(=[O:34])=[O:33]. (5) Given the reactants [NH2:1][C@@H:2]([CH2:6][OH:7])[C:3]([O-:5])=[O:4].[C:8]([Cl:11])(=O)[CH3:9], predict the reaction product. The product is: [ClH:11].[NH2:1][C@@H:2]([CH2:6][OH:7])[C:3]([O:5][CH2:8][CH3:9])=[O:4]. (6) Given the reactants [C:1]([C:3]([C:6]1[CH:7]=[C:8]([CH:30]=[CH:31][CH:32]=1)[C:9]([NH:11][C:12]1[CH:17]=[CH:16][CH:15]=[C:14]([O:18][C:19]2[CH:24]=[CH:23][C:22]([N+:25]([O-])=O)=[CH:21][C:20]=2[C:28]#[N:29])[CH:13]=1)=[O:10])([CH3:5])[CH3:4])#[N:2].[Cl-].[Ca+2].[Cl-].O, predict the reaction product. The product is: [NH2:25][C:22]1[CH:23]=[CH:24][C:19]([O:18][C:14]2[CH:13]=[C:12]([NH:11][C:9](=[O:10])[C:8]3[CH:30]=[CH:31][CH:32]=[C:6]([C:3]([C:1]#[N:2])([CH3:4])[CH3:5])[CH:7]=3)[CH:17]=[CH:16][CH:15]=2)=[C:20]([C:28]#[N:29])[CH:21]=1.